Binary Classification. Given a miRNA mature sequence and a target amino acid sequence, predict their likelihood of interaction. From a dataset of Experimentally validated miRNA-target interactions with 360,000+ pairs, plus equal number of negative samples. The miRNA is hsa-miR-6501-3p with sequence CCAGAGCAGCCUGCGGUAACAGU. The protein sequence of the target gene is MGAVTWLLPGIFLALFALTPEGGVLKKIIRHKRESGLNMTLPEENQPVVFNHIYNIKLPMGSQCSVDLESASGEKDLTPTPESSGSFQEHTVDGENQIVFTHRINIPRRACGCAAAPDVKELLSRLEELELLVSSLREQCTMGTGCCLQPAEGRLDTRPFCSGRGNFSAEGCGCVCEPGWKGPNCSEPDCPGNCNLRGQCLDGQCICDEGFTGEDCSQLACPNDCNDQGRCVNGVCVCFEGYAGPDCGLEVCPVPCSEEHGMCVDGRCVCKDGFAGEDCNEPLCLNNCYNRGRCVENECV.... Result: 0 (no interaction).